Dataset: Full USPTO retrosynthesis dataset with 1.9M reactions from patents (1976-2016). Task: Predict the reactants needed to synthesize the given product. (1) Given the product [F:19][C:14]1[CH:13]=[C:12]([CH2:11][C:5]2[CH:6]=[C:7]([N+:8]([O-:10])=[O:9])[C:2]([C:20]#[N:21])=[N:3][CH:4]=2)[CH:17]=[CH:16][C:15]=1[F:18], predict the reactants needed to synthesize it. The reactants are: Cl[C:2]1[C:7]([N+:8]([O-:10])=[O:9])=[CH:6][C:5]([CH2:11][C:12]2[CH:17]=[CH:16][C:15]([F:18])=[C:14]([F:19])[CH:13]=2)=[CH:4][N:3]=1.[C:20]([Cu])#[N:21].[C-]#N.[Na+]. (2) The reactants are: [CH3:1][Si](C=[N+]=[N-])(C)C.[C:8]([C:11]1[C:12]2[CH:30]=[CH:29][CH:28]=[N:27][C:13]=2[N:14]=[C:15]([C:17]2[CH:22]=[CH:21][C:20]([Cl:23])=[C:19]([O:24][CH3:25])[C:18]=2[F:26])[N:16]=1)([OH:10])=[O:9].C(O)(=O)C. Given the product [Cl:23][C:20]1[CH:21]=[CH:22][C:17]([C:15]2[N:16]=[C:11]([C:8]([O:10][CH3:1])=[O:9])[C:12]3[CH:30]=[CH:29][CH:28]=[N:27][C:13]=3[N:14]=2)=[C:18]([F:26])[C:19]=1[O:24][CH3:25], predict the reactants needed to synthesize it. (3) Given the product [CH3:45][C:44]1[CH:43]=[CH:42][C:41]([OH:46])=[CH:40][C:39]=1[NH:38][C:6]1[C:5]2[C:10](=[CH:11][CH:12]=[C:3]([S:2][CH3:1])[CH:4]=2)[N:9]=[CH:8][N:7]=1, predict the reactants needed to synthesize it. The reactants are: [CH3:1][S:2][C:3]1[CH:4]=[C:5]2[C:10](=[CH:11][CH:12]=1)[NH:9][CH:8]=[N:7][C:6]2=O.P(Cl)(Cl)(Cl)=O.ClC1C2C(=CC=C(SC)C=2)N=CN=1.C(=O)([O-])[O-].[K+].[K+].[NH2:38][C:39]1[CH:40]=[C:41]([OH:46])[CH:42]=[CH:43][C:44]=1[CH3:45]. (4) Given the product [Cl:20][C:21]1[CH:51]=[CH:50][C:24]([C:25]([OH:26])([C:11]2[N:7]([CH3:6])[CH:8]=[N:9][CH:10]=2)[C:27]2[CH:28]=[C:29]3[C:34](=[CH:35][CH:36]=2)[N:33]([CH3:37])[C:32](=[O:38])[CH:31]=[C:30]3[C:39]2[S:40][CH:41]=[C:42]([C:44]3[CH:45]=[CH:46][CH:47]=[CH:48][CH:49]=3)[N:43]=2)=[CH:23][CH:22]=1, predict the reactants needed to synthesize it. The reactants are: [Li]CCCC.[CH3:6][N:7]1[CH:11]=[CH:10][N:9]=[CH:8]1.Cl[Si](CC)(CC)CC.[Cl:20][C:21]1[CH:51]=[CH:50][C:24]([C:25]([C:27]2[CH:28]=[C:29]3[C:34](=[CH:35][CH:36]=2)[N:33]([CH3:37])[C:32](=[O:38])[CH:31]=[C:30]3[C:39]2[S:40][CH:41]=[C:42]([C:44]3[CH:49]=[CH:48][CH:47]=[CH:46][CH:45]=3)[N:43]=2)=[O:26])=[CH:23][CH:22]=1. (5) Given the product [C:7]([C:6]1[CH:9]=[C:2](/[CH:21]=[CH:20]/[C:19]([OH:22])=[O:18])[CH:3]=[CH:4][C:5]=1[N:10]1[CH:14]=[C:13]([CH3:15])[N:12]=[CH:11]1)#[N:8], predict the reactants needed to synthesize it. The reactants are: Br[C:2]1[CH:3]=[CH:4][C:5]([N:10]2[CH:14]=[C:13]([CH3:15])[N:12]=[CH:11]2)=[C:6]([CH:9]=1)[C:7]#[N:8].C([O:18][C:19](=[O:22])[CH:20]=[CH2:21])C.C1(C)C=CC=CC=1P(C1C=CC=CC=1C)C1C=CC=CC=1C. (6) Given the product [C:10]([O:9][C:8]([NH:7][CH:4]1[CH2:3][CH2:2][N:1]([C:16]2[CH:21]=[CH:20][C:19]([CH2:22][C:23]([O:25][CH3:26])=[O:24])=[CH:18][CH:17]=2)[CH2:6][CH2:5]1)=[O:14])([CH3:11])([CH3:13])[CH3:12], predict the reactants needed to synthesize it. The reactants are: [NH:1]1[CH2:6][CH2:5][CH:4]([NH:7][C:8](=[O:14])[O:9][C:10]([CH3:13])([CH3:12])[CH3:11])[CH2:3][CH2:2]1.Br[C:16]1[CH:21]=[CH:20][C:19]([CH2:22][C:23]([O:25][CH3:26])=[O:24])=[CH:18][CH:17]=1.C([O-])([O-])=O.[Cs+].[Cs+].CC(C1C=C(C(C)C)C(C2C=CC=CC=2P(C2CCCCC2)C2CCCCC2)=C(C(C)C)C=1)C.